From a dataset of Peptide-MHC class I binding affinity with 185,985 pairs from IEDB/IMGT. Regression. Given a peptide amino acid sequence and an MHC pseudo amino acid sequence, predict their binding affinity value. This is MHC class I binding data. (1) The peptide sequence is RLEDVFAGK. The MHC is HLA-B27:05 with pseudo-sequence HLA-B27:05. The binding affinity (normalized) is 0.314. (2) The peptide sequence is LMAAGADEV. The MHC is HLA-A02:01 with pseudo-sequence HLA-A02:01. The binding affinity (normalized) is 0.695. (3) The peptide sequence is SDRLHHDPL. The MHC is HLA-B07:02 with pseudo-sequence HLA-B07:02. The binding affinity (normalized) is 0.0847. (4) The peptide sequence is NKEEALQR. The MHC is HLA-B27:01 with pseudo-sequence YHTEYREICAKTYENTAYLNYHDYTWAVLAYEWY. The binding affinity (normalized) is 0.0472. (5) The peptide sequence is HTVKYPNL. The MHC is H-2-Kb with pseudo-sequence H-2-Kb. The binding affinity (normalized) is 0.532. (6) The MHC is HLA-A02:06 with pseudo-sequence HLA-A02:06. The binding affinity (normalized) is 0.670. The peptide sequence is GLSPTVWLSV. (7) The peptide sequence is TQGYFPDWQNY. The MHC is HLA-B35:01 with pseudo-sequence HLA-B35:01. The binding affinity (normalized) is 0.189. (8) The peptide sequence is GKFFAQAFL. The MHC is HLA-B35:01 with pseudo-sequence HLA-B35:01. The binding affinity (normalized) is 0.0847. (9) The peptide sequence is YNIDRLNAL. The MHC is HLA-B38:01 with pseudo-sequence HLA-B38:01. The binding affinity (normalized) is 0.0847.